Predict which catalyst facilitates the given reaction. From a dataset of Catalyst prediction with 721,799 reactions and 888 catalyst types from USPTO. (1) Reactant: [CH2:1]([O:3][CH:4]([CH2:10][C:11]1[CH:16]=[CH:15][C:14]([O:17][CH2:18][CH2:19][N:20]2[C:29]3[C:24](=[CH:25][C:26]([C:30](=[N:37][O:38][CH3:39])[C:31]4[CH:36]=[CH:35][CH:34]=[CH:33][CH:32]=4)=[CH:27][CH:28]=3)[C:23]([CH3:41])([CH3:40])[CH2:22][CH2:21]2)=[CH:13][CH:12]=1)[C:5]([O:7]CC)=[O:6])[CH3:2].[OH-].[Li+].Cl. Product: [CH2:1]([O:3][CH:4]([CH2:10][C:11]1[CH:12]=[CH:13][C:14]([O:17][CH2:18][CH2:19][N:20]2[C:29]3[C:24](=[CH:25][C:26]([C:30](=[N:37][O:38][CH3:39])[C:31]4[CH:36]=[CH:35][CH:34]=[CH:33][CH:32]=4)=[CH:27][CH:28]=3)[C:23]([CH3:40])([CH3:41])[CH2:22][CH2:21]2)=[CH:15][CH:16]=1)[C:5]([OH:7])=[O:6])[CH3:2]. The catalyst class is: 1. (2) The catalyst class is: 373. Reactant: [NH:1]1[C:5]2=[N:6][CH:7]=[C:8]([NH:10][C:11](=[O:20])[O:12][CH2:13][C:14]3[CH:19]=[CH:18][CH:17]=[CH:16][CH:15]=3)[CH:9]=[C:4]2[CH:3]=[CH:2]1.[Br:21]Br. Product: [Br:21][C:3]1[C:4]2[C:5](=[N:6][CH:7]=[C:8]([NH:10][C:11](=[O:20])[O:12][CH2:13][C:14]3[CH:15]=[CH:16][CH:17]=[CH:18][CH:19]=3)[CH:9]=2)[NH:1][CH:2]=1.